This data is from Reaction yield outcomes from USPTO patents with 853,638 reactions. The task is: Predict the reaction yield, written as a fraction of the theoretical maximum amount of product (1.0 means a 100% yield; for example, 0.34 means a 34% yield). (1) The reactants are [Br:1][C:2]1[CH:7]=[CH:6][C:5]([CH2:8][CH2:9][NH2:10])=[CH:4][CH:3]=1.[C:11](O[C:11]([O:13][C:14]([CH3:17])([CH3:16])[CH3:15])=[O:12])([O:13][C:14]([CH3:17])([CH3:16])[CH3:15])=[O:12]. The catalyst is C1COCC1. The product is [Br:1][C:2]1[CH:7]=[CH:6][C:5]([CH2:8][CH2:9][NH:10][C:11](=[O:12])[O:13][C:14]([CH3:17])([CH3:16])[CH3:15])=[CH:4][CH:3]=1. The yield is 0.963. (2) The reactants are Cl.Cl.[NH:3]1[CH2:8][CH2:7][CH2:6][C@@H:5]([CH2:9][N:10]2[CH2:15][CH2:14][N:13]([C:16]([O:18][CH2:19][C:20]3[CH:25]=[CH:24][CH:23]=[CH:22][CH:21]=3)=[O:17])[CH2:12][CH2:11]2)[CH2:4]1.C(N([CH:32]([CH3:34])[CH3:33])CC)(C)C.C(OC1(O[Si](C)(C)C)CC1)C.C([BH3-])#N.[Na+]. The catalyst is CO.C1COCC1.C(O)(=O)C. The product is [CH:32]1([N:3]2[CH2:8][CH2:7][CH2:6][C@H:5]([CH2:9][N:10]3[CH2:11][CH2:12][N:13]([C:16]([O:18][CH2:19][C:20]4[CH:21]=[CH:22][CH:23]=[CH:24][CH:25]=4)=[O:17])[CH2:14][CH2:15]3)[CH2:4]2)[CH2:34][CH2:33]1. The yield is 0.620. (3) The reactants are [N+:1]([C:4]1[CH:9]=[CH:8][C:7]([CH:10]2[CH2:15][CH2:14][NH:13][CH2:12][CH2:11]2)=[CH:6][CH:5]=1)([O-:3])=[O:2].[C:16]1(=O)[CH2:20][CH2:19][CH2:18][CH2:17]1.C(O)(=O)C.[BH3-]C#N.[Na+]. The catalyst is CO. The product is [CH:16]1([N:13]2[CH2:12][CH2:11][CH:10]([C:7]3[CH:8]=[CH:9][C:4]([N+:1]([O-:3])=[O:2])=[CH:5][CH:6]=3)[CH2:15][CH2:14]2)[CH2:20][CH2:19][CH2:18][CH2:17]1. The yield is 1.00. (4) The reactants are [NH:1]1[CH:5]=[CH:4][CH:3]=[CH:2]1.[H-].[Na+].[Br:8][C:9]1[CH:14]=[CH:13][C:12]([S:15](Cl)(=[O:17])=[O:16])=[CH:11][CH:10]=1. The catalyst is C1COCC1. The product is [Br:8][C:9]1[CH:14]=[CH:13][C:12]([S:15]([N:1]2[CH:5]=[CH:4][CH:3]=[CH:2]2)(=[O:17])=[O:16])=[CH:11][CH:10]=1. The yield is 0.160. (5) The reactants are [C:1]([O:6][CH3:7])(=[O:5])[CH:2]([CH3:4])[CH3:3].C([N-]C(C)C)(C)C.[Li+].CCCCCCC.C1COCC1.C(C1C=CC=CC=1)C.[CH3:36][Bi:37](Br)[CH3:38]. The catalyst is C1COCC1. The product is [CH3:36][Bi:37]([CH3:38])[C:2]([CH3:4])([CH3:3])[C:1]([O:6][CH3:7])=[O:5]. The yield is 0.467. (6) The reactants are CN(C)/[CH:3]=[C:4](\[F:16])/[C:5]([C:7]1[N:11]([CH:12]([CH3:14])[CH3:13])[C:10]([CH3:15])=[N:9][CH:8]=1)=O.C(=O)(O)O.[NH2:22][C:23]([NH2:25])=[NH:24].CCOCC. The catalyst is C(O)CCC.C(Cl)Cl. The product is [F:16][C:4]1[C:5]([C:7]2[N:11]([CH:12]([CH3:14])[CH3:13])[C:10]([CH3:15])=[N:9][CH:8]=2)=[N:24][C:23]([NH2:25])=[N:22][CH:3]=1. The yield is 0.810. (7) The reactants are [Cl:1][C:2]1[CH:3]=[CH:4][C:5]2[N:6]([CH:8]=[CH:9][N:10]=2)[N:7]=1.[Br:11]Br. The catalyst is C(O)(=O)C. The product is [Br:11][C:8]1[N:6]2[N:7]=[C:2]([Cl:1])[CH:3]=[CH:4][C:5]2=[N:10][CH:9]=1. The yield is 0.600.